Predict the product of the given reaction. From a dataset of Forward reaction prediction with 1.9M reactions from USPTO patents (1976-2016). (1) The product is: [O:1]1[C:2]2[CH:9]=[CH:8][CH:7]=[CH:6][C:3]=2[CH:4]=[C:17]1[C:18](=[O:20])[CH3:19]. Given the reactants [OH:1][C:2]1[CH:9]=[CH:8][CH:7]=[CH:6][C:3]=1[CH:4]=O.C([O-])([O-])=O.[K+].[K+].Cl[CH2:17][C:18](=[O:20])[CH3:19], predict the reaction product. (2) Given the reactants [CH2:1]([C:3]1[O:7][C:6]([CH2:8][C:9]2[CH:14]=[C:13]([NH:15]C(=O)C(F)(F)F)[CH:12]=[CH:11][C:10]=2[S:22](Cl)(=[O:24])=[O:23])=[N:5][N:4]=1)[CH3:2].[NH2:26][C:27]1[CH:28]=[CH:29][C:30]2[CH2:34][O:33][B:32]([OH:35])[C:31]=2[CH:36]=1.N1C=CC=CC=1, predict the reaction product. The product is: [NH2:15][C:13]1[CH:12]=[CH:11][C:10]([S:22]([NH:26][C:27]2[CH:28]=[CH:29][C:30]3[CH2:34][O:33][B:32]([OH:35])[C:31]=3[CH:36]=2)(=[O:23])=[O:24])=[C:9]([CH2:8][C:6]2[O:7][C:3]([CH2:1][CH3:2])=[N:4][N:5]=2)[CH:14]=1. (3) The product is: [Br:11][C:12]1[CH:17]=[CH:16][C:15]([O:18][CH2:29][CH2:28][N:25]2[CH2:26][CH2:27][N:22]([CH3:21])[CH2:23][CH2:24]2)=[C:14]([Cl:19])[C:13]=1[Cl:20]. Given the reactants BrC1C(O)=C(Cl)C(Cl)=CC=1.[Br:11][C:12]1[CH:17]=[CH:16][C:15]([OH:18])=[C:14]([Cl:19])[C:13]=1[Cl:20].[CH3:21][N:22]1[CH2:27][CH2:26][N:25]([CH2:28][CH2:29]O)[CH2:24][CH2:23]1.C1C=CC(P(C2C=CC=CC=2)C2C=CC=CC=2)=CC=1.N(C(OC(C)(C)C)=O)=NC(OC(C)(C)C)=O, predict the reaction product. (4) The product is: [F:1][C:2]1[CH:30]=[CH:29][C:5]2[N:6]=[C:7]([NH:9][C@H:10]3[CH2:14][CH2:13][CH2:12][C@@H:11]3[NH:15][C:35](=[O:37])[C:34]3[CH:38]=[C:39]([O:42][CH3:43])[CH:40]=[CH:41][C:33]=3[O:32][CH3:31])[S:8][C:4]=2[CH:3]=1. Given the reactants [F:1][C:2]1[CH:30]=[CH:29][C:5]2[N:6]=[C:7]([NH:9][C@H:10]3[CH2:14][CH2:13][CH2:12][C@@H:11]3[NH:15]C(=O)C3C=CC=CC=3N3C=CC=N3)[S:8][C:4]=2[CH:3]=1.[CH3:31][O:32][C:33]1[CH:41]=[CH:40][C:39]([O:42][CH3:43])=[CH:38][C:34]=1[C:35]([OH:37])=O.Cl.FC1C=CC2N=C(N[C@H]3CCC[C@@H]3N)SC=2C=1, predict the reaction product. (5) Given the reactants [CH3:1][C:2]1([CH3:32])[CH2:11][CH:10]=[C:9]([C:12]2[CH:17]=[CH:16][C:15](C)=[CH:14][CH:13]=2)[C:8]2[CH:7]=[C:6]([C:19]#[C:20][C:21]3[CH:31]=[CH:30][C:24]([C:25]([O:27][CH2:28][CH3:29])=[O:26])=[CH:23][CH:22]=3)[CH:5]=[CH:4][C:3]1=2.[CH3:33]C1(C)CC=C(OS(C(F)(F)F)(=O)=O)C2C=C(C#CC3C=CC(C(OCC)=O)=CC=3)C=CC1=2, predict the reaction product. The product is: [CH3:1][C:2]1([CH3:32])[CH2:11][CH:10]=[C:9]([C:12]2[CH:13]=[CH:14][CH:15]=[CH:16][C:17]=2[CH3:33])[C:8]2[CH:7]=[C:6]([C:19]#[C:20][C:21]3[CH:22]=[CH:23][C:24]([C:25]([O:27][CH2:28][CH3:29])=[O:26])=[CH:30][CH:31]=3)[CH:5]=[CH:4][C:3]1=2. (6) Given the reactants [CH2:1]([O:8][C:9]1[CH:10]=[CH:11][C:12]([CH3:16])=[C:13]([OH:15])[CH:14]=1)[C:2]1[CH:7]=[CH:6][CH:5]=[CH:4][CH:3]=1.Cl[CH2:18][O:19][CH3:20].O1CCCC1.[H-].[Na+], predict the reaction product. The product is: [CH2:1]([O:8][C:9]1[CH:10]=[CH:11][C:12]([CH3:16])=[C:13]([O:15][CH2:18][O:19][CH3:20])[CH:14]=1)[C:2]1[CH:3]=[CH:4][CH:5]=[CH:6][CH:7]=1. (7) The product is: [CH3:17][O:18][C:19]1[CH:26]=[CH:25][C:22]([CH2:23][NH:24][CH:7]2[CH2:6][CH2:5][N:4]([C:9]([O:11][C:12]([CH3:15])([CH3:14])[CH3:13])=[O:10])[CH2:3][C:2]2([CH3:16])[CH3:1])=[CH:21][CH:20]=1. Given the reactants [CH3:1][C:2]1([CH3:16])[C:7](=O)[CH2:6][CH2:5][N:4]([C:9]([O:11][C:12]([CH3:15])([CH3:14])[CH3:13])=[O:10])[CH2:3]1.[CH3:17][O:18][C:19]1[CH:26]=[CH:25][C:22]([CH2:23][NH2:24])=[CH:21][CH:20]=1.[BH-](OC(C)=O)(OC(C)=O)OC(C)=O.[Na+], predict the reaction product. (8) Given the reactants [CH3:1][C:2]1[N:3]=[C:4]([CH:7]([CH2:14][C:15]2[CH:20]=[CH:19][C:18]([O:21]CC3C=CC=CC=3)=[CH:17][CH:16]=2)[CH2:8][C:9]([O:11][CH2:12][CH3:13])=[O:10])[S:5][CH:6]=1.B(F)(F)F.CCOCC, predict the reaction product. The product is: [CH3:1][C:2]1[N:3]=[C:4]([CH:7]([CH2:14][C:15]2[CH:20]=[CH:19][C:18]([OH:21])=[CH:17][CH:16]=2)[CH2:8][C:9]([O:11][CH2:12][CH3:13])=[O:10])[S:5][CH:6]=1. (9) Given the reactants [C:1]([OH:9])(=[O:8])[C:2]1[CH:7]=[CH:6][CH:5]=[CH:4][CH:3]=1.[C:10]([OH:23])(=[O:22])[CH2:11][CH2:12][CH2:13][CH2:14][CH2:15][CH2:16][CH2:17][CH2:18][CH2:19][CH2:20][CH3:21].OCC(CO)(CO)CO.[C:33]1(=[O:43])[O:38][C:36](=[O:37])[C:35]2=[CH:39][CH:40]=[CH:41][CH:42]=[C:34]12, predict the reaction product. The product is: [C:1]([O-:9])(=[O:8])[C:2]1[CH:7]=[CH:6][CH:5]=[CH:4][CH:3]=1.[C:33]([O-:38])(=[O:43])[C:34]1[C:35](=[CH:39][CH:40]=[CH:41][CH:42]=1)[C:36]([O-:22])=[O:37].[C:10]([O-:23])(=[O:22])[CH2:11][CH2:12][CH2:13][CH2:14][CH2:15][CH2:16][CH2:17][CH2:18][CH2:19][CH2:20][CH3:21]. (10) Given the reactants [C:1]([N:8]([CH3:28])[CH:9]1[CH2:14][CH2:13][CH:12]([NH:15][CH2:16][C:17]2[CH:18]=[C:19](B(O)O)[CH:20]=[CH:21][C:22]=2[O:23][CH3:24])[CH2:11][CH2:10]1)([O:3][C:4]([CH3:7])([CH3:6])[CH3:5])=[O:2].Br[C:30]1[CH:31]=[N:32][CH:33]=[CH:34][CH:35]=1, predict the reaction product. The product is: [CH3:24][O:23][C:22]1[CH:21]=[CH:20][C:19]([C:30]2[CH:31]=[N:32][CH:33]=[CH:34][CH:35]=2)=[CH:18][C:17]=1[CH2:16][NH:15][CH:12]1[CH2:13][CH2:14][CH:9]([N:8]([CH3:28])[C:1](=[O:2])[O:3][C:4]([CH3:7])([CH3:6])[CH3:5])[CH2:10][CH2:11]1.